This data is from Full USPTO retrosynthesis dataset with 1.9M reactions from patents (1976-2016). The task is: Predict the reactants needed to synthesize the given product. The reactants are: [C:1]([N:5]1[C:9]2[N:10]=[CH:11][N:12]=[CH:13][C:8]=2[C:7](I)=[CH:6]1)([CH3:4])([CH3:3])[CH3:2].[Li]CCCC.CON(C)[C:23]([C:25]1[CH:30]=[C:29]([Cl:31])[CH:28]=[CH:27][N:26]=1)=[O:24]. Given the product [C:1]([N:5]1[C:9]2[N:10]=[CH:11][N:12]=[CH:13][C:8]=2[C:7]([C:23]([C:25]2[CH:30]=[C:29]([Cl:31])[CH:28]=[CH:27][N:26]=2)=[O:24])=[CH:6]1)([CH3:4])([CH3:3])[CH3:2], predict the reactants needed to synthesize it.